This data is from Full USPTO retrosynthesis dataset with 1.9M reactions from patents (1976-2016). The task is: Predict the reactants needed to synthesize the given product. (1) Given the product [F:18][C:12]1[CH:13]=[CH:14][CH:15]=[C:16]([F:17])[C:11]=1[C:9]1[NH:8][C:5]2[C:6]([CH:10]=1)=[CH:7][C:2]([C:26]1[CH:27]=[CH:28][C:23]([S:20]([CH3:19])(=[O:21])=[O:22])=[CH:24][C:25]=1[C:32]([F:33])([F:35])[F:34])=[CH:3][CH:4]=2, predict the reactants needed to synthesize it. The reactants are: Br[C:2]1[CH:7]=[CH:6][C:5](/[N:8]=[C:9](/[C:11]2[C:16]([F:17])=[CH:15][CH:14]=[CH:13][C:12]=2[F:18])\[CH3:10])=[CH:4][CH:3]=1.[CH3:19][S:20]([C:23]1[CH:28]=[CH:27][C:26](B(O)O)=[C:25]([C:32]([F:35])([F:34])[F:33])[CH:24]=1)(=[O:22])=[O:21]. (2) The reactants are: N1C(C)=CC(C)=CC=1C.Cl[C:11]([O:13][CH3:14])=[O:12].[CH3:15][S:16][C:17](=[NH:39])[C:18](=[N:30][C:31]1[CH:36]=[CH:35][C:34]([C:37]#[N:38])=[CH:33][CH:32]=1)[C:19]1[CH:24]=[C:23]([O:25][CH3:26])[CH:22]=[C:21]([O:27][CH3:28])[C:20]=1[F:29].S(=O)(=O)(O)O. Given the product [CH3:14][O:13][C:11](=[O:12])[N:39]=[C:17]([S:16][CH3:15])[C:18](=[N:30][C:31]1[CH:36]=[CH:35][C:34]([C:37]#[N:38])=[CH:33][CH:32]=1)[C:19]1[CH:24]=[C:23]([O:25][CH3:26])[CH:22]=[C:21]([O:27][CH3:28])[C:20]=1[F:29], predict the reactants needed to synthesize it. (3) Given the product [CH2:1]([C:7]1[C:8]2[S:19][CH:18]=[CH:17][C:9]=2[S:10][C:11]=1[C:12]([OH:14])=[O:13])[CH2:2][CH2:3][CH2:4][CH2:5][CH3:6], predict the reactants needed to synthesize it. The reactants are: [CH2:1]([C:7]1[C:8]2[S:19][CH:18]=[CH:17][C:9]=2[S:10][C:11]=1[C:12]([O:14]CC)=[O:13])[CH2:2][CH2:3][CH2:4][CH2:5][CH3:6].[Li+].[OH-].C1COCC1.Cl.